Task: Predict the reaction yield, written as a fraction of the theoretical maximum amount of product (1.0 means a 100% yield; for example, 0.34 means a 34% yield).. Dataset: Reaction yield outcomes from USPTO patents with 853,638 reactions The reactants are [OH-:1].[Li+].OO.[O-]O.[Li+].C([C@@H]1COC(=O)N1[C:21](=[O:40])[C@@H:22]([C:29]1[CH:34]=[CH:33][C:32]([S:35]([CH3:38])(=[O:37])=[O:36])=[C:31]([Cl:39])[CH:30]=1)[CH2:23][CH:24]1[CH2:28][CH2:27][CH2:26][CH2:25]1)C1C=CC=CC=1. The product is [Cl:39][C:31]1[CH:30]=[C:29]([C@@H:22]([CH2:23][CH:24]2[CH2:25][CH2:26][CH2:27][CH2:28]2)[C:21]([OH:40])=[O:1])[CH:34]=[CH:33][C:32]=1[S:35]([CH3:38])(=[O:36])=[O:37]. The yield is 0.850. The catalyst is O.O1CCCC1.